From a dataset of Forward reaction prediction with 1.9M reactions from USPTO patents (1976-2016). Predict the product of the given reaction. (1) Given the reactants [Cr](Cl)([O-])(=O)=O.[NH+]1C=CC=CC=1.[CH3:12][O:13][C:14]1[C:15]([CH3:22])=[C:16]([CH2:20][OH:21])[CH:17]=[CH:18][CH:19]=1.CCOCC.CCCCCC, predict the reaction product. The product is: [CH3:12][O:13][C:14]1[C:15]([CH3:22])=[C:16]([CH:17]=[CH:18][CH:19]=1)[CH:20]=[O:21]. (2) Given the reactants [H-].[Al+3].[Li+].[H-].[H-].[H-].[F:7][C:8]1[CH:13]=[CH:12][C:11]([O:14][CH3:15])=[CH:10][C:9]=1[C:16]1[C:17]([C:32](OCC)=[O:33])=[CH:18][C:19]([O:22][CH2:23][C:24]2[CH:29]=[CH:28][C:27]([O:30][CH3:31])=[CH:26][CH:25]=2)=[CH:20][CH:21]=1.O.O.O.O.O.O.O.O.O.O.S([O-])([O-])(=O)=O.[Na+].[Na+], predict the reaction product. The product is: [F:7][C:8]1[CH:13]=[CH:12][C:11]([O:14][CH3:15])=[CH:10][C:9]=1[C:16]1[CH:21]=[CH:20][C:19]([O:22][CH2:23][C:24]2[CH:29]=[CH:28][C:27]([O:30][CH3:31])=[CH:26][CH:25]=2)=[CH:18][C:17]=1[CH2:32][OH:33]. (3) The product is: [Br:11][C:12]1[CH:17]=[CH:16][CH:15]=[CH:14][C:13]=1[CH2:18][O:20][CH2:21][CH2:22][CH:23]1[CH2:24][CH2:25][N:26]([C:29]([O:31][C:32]([CH3:35])([CH3:34])[CH3:33])=[O:30])[CH2:27][CH2:28]1. Given the reactants C[Si]([N-][Si](C)(C)C)(C)C.[Na+].[Br:11][C:12]1[CH:17]=[CH:16][CH:15]=[CH:14][C:13]=1[CH2:18]Br.[OH:20][CH2:21][CH2:22][CH:23]1[CH2:28][CH2:27][N:26]([C:29]([O:31][C:32]([CH3:35])([CH3:34])[CH3:33])=[O:30])[CH2:25][CH2:24]1.O, predict the reaction product. (4) Given the reactants [CH:1]1([C:4]2[CH:8]=[C:7]([NH:9][C:10]3[C:11]4[CH2:27][CH2:26][CH2:25][C:12]=4[N:13]=[C:14]([N:16]4[CH2:20][CH:19]([OH:21])[CH2:18][CH:17]4[C:22](O)=[O:23])[N:15]=3)[NH:6][N:5]=2)[CH2:3][CH2:2]1.[F:28][C:29]1[N:34]=[CH:33][C:32]([NH2:35])=[CH:31][CH:30]=1.CN(C(ON1N=NC2C=CC=NC1=2)=[N+](C)C)C.F[P-](F)(F)(F)(F)F.CCN(C(C)C)C(C)C, predict the reaction product. The product is: [CH:1]1([C:4]2[NH:5][N:6]=[C:7]([NH:9][C:10]3[C:11]4[CH2:27][CH2:26][CH2:25][C:12]=4[N:13]=[C:14]([N:16]4[CH2:20][C@H:19]([OH:21])[CH2:18][C@H:17]4[C:22]([NH:35][C:32]4[CH:33]=[N:34][C:29]([F:28])=[CH:30][CH:31]=4)=[O:23])[N:15]=3)[CH:8]=2)[CH2:2][CH2:3]1. (5) The product is: [Cl:1][C:2]1[CH:10]=[C:9]2[C:5]([C:6]([C:11]([N:13]3[CH2:18][CH2:17][C:16]4([C:22]5[CH:23]=[CH:24][CH:25]=[CH:26][C:21]=5[C:20](=[O:27])[O:19]4)[CH2:15][CH2:14]3)=[O:12])=[CH:7][N:8]2[CH2:32][C:31]2[CH:30]=[C:29]([F:28])[CH:36]=[C:35]([F:37])[CH:34]=2)=[CH:4][CH:3]=1. Given the reactants [Cl:1][C:2]1[CH:10]=[C:9]2[C:5]([C:6]([C:11]([N:13]3[CH2:18][CH2:17][C:16]4([C:22]5[CH:23]=[CH:24][CH:25]=[CH:26][C:21]=5[C:20](=[O:27])[O:19]4)[CH2:15][CH2:14]3)=[O:12])=[CH:7][NH:8]2)=[CH:4][CH:3]=1.[F:28][C:29]1[CH:30]=[C:31]([CH:34]=[C:35]([F:37])[CH:36]=1)[CH2:32]Cl, predict the reaction product. (6) Given the reactants [CH3:1][N:2]1[C:10]2[C@:9]3([CH3:14])[C:11]([CH3:13])([CH3:12])[C@@H:6]([CH2:7][CH2:8]3)[C:5]=2[C:4](=[O:15])[NH:3]1.[F:16][C:17]([F:27])([F:26])[C:18]1[CH:25]=[CH:24][CH:23]=[CH:22][C:19]=1[CH2:20]Br, predict the reaction product. The product is: [CH3:1][N:2]1[C:10]2[C@:9]3([CH3:14])[C:11]([CH3:12])([CH3:13])[C@@H:6]([CH2:7][CH2:8]3)[C:5]=2[C:4](=[O:15])[N:3]1[CH2:20][C:19]1[CH:22]=[CH:23][CH:24]=[CH:25][C:18]=1[C:17]([F:16])([F:26])[F:27]. (7) Given the reactants [NH:1]1[CH2:4][CH:3]([C:5]([OH:7])=[O:6])[CH2:2]1.C(O)(=O)C.[Cl:12][C:13]1[CH:14]=[C:15]([C:23]2[N:27]=[C:26]([C:28]3[CH:35]=[CH:34][C:31]([CH:32]=O)=[CH:30][CH:29]=3)[O:25][N:24]=2)[CH:16]=[CH:17][C:18]=1[O:19][CH:20]([CH3:22])[CH3:21].C([BH3-])#N.[Na+], predict the reaction product. The product is: [Cl:12][C:13]1[CH:14]=[C:15]([C:23]2[N:27]=[C:26]([C:28]3[CH:29]=[CH:30][C:31]([CH2:32][N:1]4[CH2:4][CH:3]([C:5]([OH:7])=[O:6])[CH2:2]4)=[CH:34][CH:35]=3)[O:25][N:24]=2)[CH:16]=[CH:17][C:18]=1[O:19][CH:20]([CH3:21])[CH3:22].